From a dataset of Forward reaction prediction with 1.9M reactions from USPTO patents (1976-2016). Predict the product of the given reaction. (1) Given the reactants OC(C(F)(F)F)=O.C1([C:14]2[C:15]3[CH:16]=[CH:17][C:18]([C:32]([O:34]C)=[O:33])=[CH:19][C:20]=3[N:21]3[C:27]=2[C:26]2[CH:28]=[CH:29][CH:30]=[CH:31][C:25]=2[NH:24][CH2:23][CH2:22]3)CCCCC1.C1(N=C=O)C=CC=CC=1, predict the reaction product. The product is: [CH:28]1[C:26]2[C:27]3[N:21]([C:20]4[CH:19]=[C:18]([C:32]([OH:34])=[O:33])[CH:17]=[CH:16][C:15]=4[CH:14]=3)[CH:22]=[CH:23][NH:24][C:25]=2[CH:31]=[CH:30][CH:29]=1. (2) Given the reactants [C:1]([C:5]1[O:9][N:8]=[C:7]([C:10]2[CH:15]=[C:14](Cl)[C:13]([CH:17]3[CH2:19][CH2:18]3)=[CH:12][N:11]=2)[N:6]=1)([CH3:4])([CH3:3])[CH3:2].[CH2:20]1[C:23]2([CH2:27][CH2:26][NH:25][CH2:24]2)[CH2:22][O:21]1.C([O-])([O-])=O.[K+].[K+], predict the reaction product. The product is: [C:1]([C:5]1[O:9][N:8]=[C:7]([C:10]2[CH:15]=[C:14]([N:25]3[CH2:24][C:23]4([CH2:20][O:21][CH2:22]4)[CH2:27][CH2:26]3)[C:13]([CH:17]3[CH2:19][CH2:18]3)=[CH:12][N:11]=2)[N:6]=1)([CH3:4])([CH3:3])[CH3:2]. (3) Given the reactants Br[C:2]1[CH:10]=[CH:9][CH:8]=[C:7]2[C:3]=1[CH:4]=[N:5][N:6]2[C:11]1[C:20]2[C:15](=[CH:16][C:17]([O:23][CH3:24])=[C:18]([O:21][CH3:22])[CH:19]=2)[N:14]=[N:13][CH:12]=1.[NH:25]1[CH2:30][CH2:29][O:28][CH2:27][CH2:26]1.O1CCCC1.CC(C)([O-])C.[Na+], predict the reaction product. The product is: [CH3:22][O:21][C:18]1[CH:19]=[C:20]2[C:15](=[CH:16][C:17]=1[O:23][CH3:24])[N:14]=[N:13][CH:12]=[C:11]2[N:6]1[C:7]2[C:3](=[C:2]([N:25]3[CH2:30][CH2:29][O:28][CH2:27][CH2:26]3)[CH:10]=[CH:9][CH:8]=2)[CH:4]=[N:5]1. (4) Given the reactants Cl.[CH3:2][CH:3]1[CH2:8][C:7](=[O:9])[CH2:6][CH2:5][NH:4]1.[S:10](Cl)([C:13]1[CH:19]=[CH:18][C:16]([CH3:17])=[CH:15][CH:14]=1)(=[O:12])=[O:11].Cl, predict the reaction product. The product is: [CH3:2][CH:3]1[CH2:8][C:7](=[O:9])[CH2:6][CH2:5][N:4]1[S:10]([C:13]1[CH:19]=[CH:18][C:16]([CH3:17])=[CH:15][CH:14]=1)(=[O:12])=[O:11]. (5) The product is: [CH2:12]([N:9]1[C:3]([CH3:4])=[C:2]([C:1]([O:6][CH2:7][CH3:8])=[O:5])[N:11]=[N:10]1)[C:13]1[CH:18]=[CH:17][CH:16]=[CH:15][CH:14]=1. Given the reactants [C:1]([O:6][CH2:7][CH3:8])(=[O:5])[C:2]#[C:3][CH3:4].[N:9]([CH2:12][C:13]1[CH:18]=[CH:17][CH:16]=[CH:15][CH:14]=1)=[N+:10]=[N-:11], predict the reaction product. (6) The product is: [CH3:44][S:41]([NH:40][C:38]1[CH:39]=[C:34]([CH:35]=[C:36]([NH:45][S:46]([CH3:49])(=[O:47])=[O:48])[CH:37]=1)[CH2:33][NH:11][CH2:12][CH2:13][N:14]1[CH:23]([CH2:24][C:25]2[CH:26]=[CH:27][C:28]([F:31])=[CH:29][CH:30]=2)[CH2:22][C:21]2[C:16](=[CH:17][CH:18]=[C:19]([F:32])[CH:20]=2)[CH2:15]1)(=[O:42])=[O:43]. Given the reactants C(OC([N:11]([CH2:33][C:34]1[CH:39]=[C:38]([NH:40][S:41]([CH3:44])(=[O:43])=[O:42])[CH:37]=[C:36]([NH:45][S:46]([CH3:49])(=[O:48])=[O:47])[CH:35]=1)[CH2:12][CH2:13][N:14]1[CH:23]([CH2:24][C:25]2[CH:30]=[CH:29][C:28]([F:31])=[CH:27][CH:26]=2)[CH2:22][C:21]2[C:16](=[CH:17][CH:18]=[C:19]([F:32])[CH:20]=2)[CH2:15]1)=O)C1C=CC=CC=1, predict the reaction product. (7) Given the reactants [Br:1][C:2]1[CH:11]=[CH:10][C:9]2[N:8]=[CH:7][C:6]3[N:12]([CH3:24])[C:13](=[O:23])N(C4C(OC)=NC=CC=4)[C:5]=3[C:4]=2[CH:3]=1.[CH2:25]([N:27]([CH3:36])[C:28]1[CH:33]=[CH:32][C:31]([NH2:34])=[C:30]([CH3:35])[N:29]=1)[CH3:26], predict the reaction product. The product is: [Br:1][C:2]1[CH:11]=[CH:10][C:9]2[N:8]=[CH:7][C:6]3[N:12]([CH3:24])[C:13](=[O:23])[N:34]([C:31]4[C:30]([CH3:35])=[N:29][C:28]([N:27]([CH2:25][CH3:26])[CH3:36])=[CH:33][CH:32]=4)[C:5]=3[C:4]=2[CH:3]=1. (8) Given the reactants [F:1][C:2]([F:34])([F:33])[C:3]1[CH:4]=[C:5]([C@H:13]([O:15][C@H:16]2[O:24][CH2:23][C@@H:19]3[CH2:20][NH:21][CH2:22][C@H:18]3[C@@H:17]2[C:25]2[CH:30]=[CH:29][C:28]([F:31])=[CH:27][C:26]=2[CH3:32])[CH3:14])[CH:6]=[C:7]([C:9]([F:12])([F:11])[F:10])[CH:8]=1.[C:35](OC(=O)C)(=[O:37])[CH3:36], predict the reaction product. The product is: [C:35]([N:21]1[CH2:22][C@H:18]2[C@H:17]([C:25]3[CH:30]=[CH:29][C:28]([F:31])=[CH:27][C:26]=3[CH3:32])[C@@H:16]([O:15][C@@H:13]([C:5]3[CH:6]=[C:7]([C:9]([F:12])([F:10])[F:11])[CH:8]=[C:3]([C:2]([F:1])([F:33])[F:34])[CH:4]=3)[CH3:14])[O:24][CH2:23][C@@H:19]2[CH2:20]1)(=[O:37])[CH3:36]. (9) Given the reactants Cl.[NH2:2][CH:3]([C:6]1[CH:11]=[CH:10][C:9]([O:12][C:13]([F:16])([F:15])[F:14])=[CH:8][CH:7]=1)[C:4]#[N:5].C(N(CC)CC)C.[C:24](O[C:24]([O:26][C:27]([CH3:30])([CH3:29])[CH3:28])=[O:25])([O:26][C:27]([CH3:30])([CH3:29])[CH3:28])=[O:25], predict the reaction product. The product is: [C:27]([O:26][C:24](=[O:25])[NH:2][CH:3]([C:4]#[N:5])[C:6]1[CH:7]=[CH:8][C:9]([O:12][C:13]([F:14])([F:15])[F:16])=[CH:10][CH:11]=1)([CH3:30])([CH3:29])[CH3:28].